This data is from Forward reaction prediction with 1.9M reactions from USPTO patents (1976-2016). The task is: Predict the product of the given reaction. (1) Given the reactants [C:1]([O:5][C:6]([N:8]1[CH2:13][CH2:12][C:11](=O)[CH2:10][CH2:9]1)=[O:7])([CH3:4])([CH3:3])[CH3:2].[NH2:15][C:16]1[CH:21]=[CH:20][CH:19]=[CH:18][CH:17]=1.C(O[BH-](OC(=O)C)OC(=O)C)(=O)C.[Na+].[Cl-].[NH4+], predict the reaction product. The product is: [C:16]1([NH:15][CH:11]2[CH2:12][CH2:13][N:8]([C:6]([O:5][C:1]([CH3:4])([CH3:3])[CH3:2])=[O:7])[CH2:9][CH2:10]2)[CH:21]=[CH:20][CH:19]=[CH:18][CH:17]=1. (2) Given the reactants [F:1][C:2]([F:39])([F:38])[C:3]([C:6]1[O:10][N:9]=[C:8]([NH:11][C:12](=[O:37])[CH2:13][C:14]2[CH:19]=[CH:18][C:17]([C:20]3[CH:21]=[C:22]4[N:28](COCC[Si](C)(C)C)[N:27]=[N:26][C:23]4=[N:24][CH:25]=3)=[CH:16][CH:15]=2)[CH:7]=1)([CH3:5])[CH3:4].FC(F)(F)C(C1ON=C(NC(=O)CC2C=CC(C3C=C4N=NN(COCC[Si](C)(C)C)C4=NC=3)=CC=2)C=1)(C)C.FC(F)(F)C(O)=O, predict the reaction product. The product is: [N:28]1[C:22]2[C:23](=[N:24][CH:25]=[C:20]([C:17]3[CH:18]=[CH:19][C:14]([CH2:13][C:12]([NH:11][C:8]4[CH:7]=[C:6]([C:3]([CH3:5])([CH3:4])[C:2]([F:39])([F:38])[F:1])[O:10][N:9]=4)=[O:37])=[CH:15][CH:16]=3)[CH:21]=2)[NH:26][N:27]=1. (3) Given the reactants [C:1]([NH:4][C@@H:5]1[CH2:10][C@H:9]([N:11]([CH:13]([CH3:15])[CH3:14])[CH3:12])[CH2:8][CH2:7][C@@H:6]1[N:16]1[CH2:20][CH2:19][C@H:18]([NH:21]C(=O)OCC2C=CC=CC=2)[C:17]1=[O:32])(=[O:3])[CH3:2].Cl, predict the reaction product. The product is: [NH2:21][C@H:18]1[CH2:19][CH2:20][N:16]([C@H:6]2[CH2:7][CH2:8][C@@H:9]([N:11]([CH:13]([CH3:15])[CH3:14])[CH3:12])[CH2:10][C@H:5]2[NH:4][C:1](=[O:3])[CH3:2])[C:17]1=[O:32].